From a dataset of CYP3A4 inhibition data for predicting drug metabolism from PubChem BioAssay. Regression/Classification. Given a drug SMILES string, predict its absorption, distribution, metabolism, or excretion properties. Task type varies by dataset: regression for continuous measurements (e.g., permeability, clearance, half-life) or binary classification for categorical outcomes (e.g., BBB penetration, CYP inhibition). Dataset: cyp3a4_veith. (1) The drug is O=c1cnc2cnc(Nc3ccccc3)nc2n1Cc1cccs1. The result is 1 (inhibitor). (2) The drug is CCC1CC[N+]2(C)CCC3=C(CCC3)C2(C)C1.[I-]. The result is 0 (non-inhibitor). (3) The molecule is CCCc1cc2c(n1Cc1cccc(Cl)c1)C(C)C1CN(C(=O)c3ccccc3)C(C)(C(=O)OC)C21. The result is 1 (inhibitor). (4) The compound is Cc1ccc2[nH]c(-c3ccccc3)c(CN(C)C)c(=O)c2c1. The result is 0 (non-inhibitor). (5) The compound is CC(C)C(C(=O)NCC1CCCO1)N(Cc1ccco1)C(=O)CNS(=O)(=O)c1ccc(F)cc1. The result is 1 (inhibitor). (6) The compound is CCOc1c2ccc(C(=O)NC3CCCc4ccccc43)cc2nn1C. The result is 0 (non-inhibitor).